This data is from Forward reaction prediction with 1.9M reactions from USPTO patents (1976-2016). The task is: Predict the product of the given reaction. (1) Given the reactants [F:1][C:2]1[CH:7]=[CH:6][C:5]([C:8]2[C:16]3[C:11](=[CH:12][C:13]([C:17]([O:19]C)=[O:18])=[CH:14][CH:15]=3)[N:10]([CH3:21])[CH:9]=2)=[CH:4][CH:3]=1.O[Li].O, predict the reaction product. The product is: [F:1][C:2]1[CH:3]=[CH:4][C:5]([C:8]2[C:16]3[C:11](=[CH:12][C:13]([C:17]([OH:19])=[O:18])=[CH:14][CH:15]=3)[N:10]([CH3:21])[CH:9]=2)=[CH:6][CH:7]=1. (2) Given the reactants [NH2:1][C:2]1[C:11](Br)=[CH:10][CH:9]=[C:8]([NH2:13])[C:3]=1[C:4]([O:6][CH3:7])=[O:5].COC([C:18]1[O:19][CH:20]=[CH:21][C:22]=1B(O)O)=O.F[B-](F)(F)F.C([PH+]([C:40]([CH3:43])(C)C)C(C)(C)C)(C)(C)C.[C:44](=O)([O-:46])[O-:45].[Cs+].[Cs+], predict the reaction product. The product is: [NH2:1][C:2]1[C:3]([C:4]([O:6][CH3:7])=[O:5])=[C:8]([NH2:13])[CH:9]=[CH:10][C:11]=1[C:21]1[C:22]([C:44]([O:46][CH2:40][CH3:43])=[O:45])=[CH:18][O:19][CH:20]=1. (3) Given the reactants Cl[CH2:2][C:3]1[CH:12]=[CH:11][C:10]2[C:5](=[C:6]([O:17][CH3:18])[C:7]([O:15][CH3:16])=[C:8]([O:13][CH3:14])[CH:9]=2)[CH:4]=1.[NH:19]1[CH2:24][CH2:23][NH:22][CH2:21][CH2:20]1, predict the reaction product. The product is: [CH3:14][O:13][C:8]1[CH:9]=[C:10]2[C:5](=[C:6]([O:17][CH3:18])[C:7]=1[O:15][CH3:16])[CH:4]=[C:3]([CH2:2][N:19]1[CH2:24][CH2:23][N:22]([CH2:2][C:3]3[CH:12]=[CH:11][C:10]4[C:5](=[C:6]([O:17][CH3:18])[C:7]([O:15][CH3:16])=[C:8]([O:13][CH3:14])[CH:9]=4)[CH:4]=3)[CH2:21][CH2:20]1)[CH:12]=[CH:11]2. (4) Given the reactants C1(C(C2C=CC=CC=2)[N:8]2[CH2:11][C:10]([CH2:18][NH:19][C:20](=[O:26])[O:21][C:22]([CH3:25])([CH3:24])[CH3:23])([N:12]3[CH2:17][CH2:16][O:15][CH2:14][CH2:13]3)[CH2:9]2)C=CC=CC=1, predict the reaction product. The product is: [N:12]1([C:10]2([CH2:18][NH:19][C:20](=[O:26])[O:21][C:22]([CH3:24])([CH3:23])[CH3:25])[CH2:11][NH:8][CH2:9]2)[CH2:13][CH2:14][O:15][CH2:16][CH2:17]1. (5) Given the reactants [N:1]1[C:9]([N:10]2[CH2:15][CH2:14][CH:13]([CH2:16][OH:17])[CH2:12][CH2:11]2)=[C:8]2[C:4]([NH:5][CH:6]=[N:7]2)=[N:3][CH:2]=1.CC(OI1(OC(C)=O)(OC(C)=O)OC(=O)C2C=CC=CC1=2)=O.O, predict the reaction product. The product is: [N:1]1[C:9]([N:10]2[CH2:15][CH2:14][CH:13]([CH:16]=[O:17])[CH2:12][CH2:11]2)=[C:8]2[C:4]([NH:5][CH:6]=[N:7]2)=[N:3][CH:2]=1.